From a dataset of Reaction yield outcomes from USPTO patents with 853,638 reactions. Predict the reaction yield, written as a fraction of the theoretical maximum amount of product (1.0 means a 100% yield; for example, 0.34 means a 34% yield). (1) The reactants are [O:1]=[C:2]1[C:10](=[N:11][N:12]=[CH:13][C:14]2[NH:18][C:17]([CH3:19])=[C:16]([C:20]([NH:22][CH2:23][CH2:24][CH2:25][CH2:26][CH2:27][C:28](O)=[O:29])=[O:21])[C:15]=2[CH3:31])[C:9]2[C:4](=[CH:5][CH:6]=[CH:7][CH:8]=2)[NH:3]1.Cl.C(N=C=NCCCN(C)C)C.O[C:45]1[C:53]2[N:52]=N[NH:50][C:49]=2[CH:48]=[CH:47][CH:46]=1.C(N(CC)CC)C.C1(N)C=CC=CC=1N. The catalyst is [Cl-].[Na+].O.CN(C=O)C. The product is [O:1]=[C:2]1[C:10](=[N:11][N:12]=[CH:13][C:14]2[NH:18][C:17]([CH3:19])=[C:16]([C:20]([NH:22][CH2:23][CH2:24][CH2:25][CH2:26][CH2:27][C:28]([NH:50][C:49]3[CH:48]=[CH:47][CH:46]=[CH:45][C:53]=3[NH2:52])=[O:29])=[O:21])[C:15]=2[CH3:31])[C:9]2[C:4](=[CH:5][CH:6]=[CH:7][CH:8]=2)[NH:3]1. The yield is 0.770. (2) The reactants are [CH2:1]([NH:8][C:9]1[N:17]=[C:16]([Cl:18])[CH:15]=[CH:14][C:10]=1[C:11]([NH2:13])=O)[C:2]1[CH:7]=[CH:6][CH:5]=[CH:4][CH:3]=1.N1C=CC=CC=1.O=P(Cl)(Cl)Cl.[OH-].[Na+]. The catalyst is C(#N)C.CCOC(C)=O. The product is [CH2:1]([NH:8][C:9]1[N:17]=[C:16]([Cl:18])[CH:15]=[CH:14][C:10]=1[C:11]#[N:13])[C:2]1[CH:3]=[CH:4][CH:5]=[CH:6][CH:7]=1. The yield is 0.420. (3) The reactants are [Cl:1][C:2]1[C:7]([Cl:8])=[CH:6][N:5]=[C:4]([N:9]=[C:10]=S)[CH:3]=1.C(N(CC)CC)C.Cl.Cl.[NH2:21][CH2:22][C@@:23]1([OH:31])[CH:28]2[CH2:29][CH2:30][N:25]([CH2:26][CH2:27]2)[CH2:24]1.C(N=C=NC(C)C)(C)C. The catalyst is CN(C)C=O. The product is [Cl:1][C:2]1[C:7]([Cl:8])=[CH:6][N:5]=[C:4]([NH:9][C:10]2[O:31][C@:23]3([CH2:22][N:21]=2)[CH:28]2[CH2:29][CH2:30][N:25]([CH2:26][CH2:27]2)[CH2:24]3)[CH:3]=1. The yield is 0.220. (4) The yield is 0.200. The catalyst is C(Cl)Cl.[Ru]([O-])(=O)(=O)=O.C([N+](CCC)(CCC)CCC)CC. The product is [C:1]([O:5][C:6]([N:8]1[CH2:13][CH2:12][CH:11]([CH:14]=[O:15])[CH2:10][CH2:9]1)=[O:7])([CH3:4])([CH3:3])[CH3:2]. The reactants are [C:1]([O:5][C:6]([N:8]1[CH2:13][CH2:12][CH:11]([CH2:14][OH:15])[CH2:10][CH2:9]1)=[O:7])([CH3:4])([CH3:3])[CH3:2].C[N+]1([O-])CCOCC1. (5) The reactants are C([O:7][CH2:8][C@H:9]([C:15]1[C:24]([CH3:25])=[CH:23][C:18]2[N:19]=[C:20]([NH2:22])[S:21][C:17]=2[C:16]=1[C:26]1[CH:31]=[CH:30][C:29]([Cl:32])=[CH:28][CH:27]=1)[O:10][C:11]([CH3:14])([CH3:13])[CH3:12])(=O)C(C)(C)C.CCO.C1COCC1. The catalyst is O. The product is [NH2:22][C:20]1[S:21][C:17]2[C:16]([C:26]3[CH:27]=[CH:28][C:29]([Cl:32])=[CH:30][CH:31]=3)=[C:15]([C@H:9]([O:10][C:11]([CH3:13])([CH3:12])[CH3:14])[CH2:8][OH:7])[C:24]([CH3:25])=[CH:23][C:18]=2[N:19]=1. The yield is 0.620. (6) The reactants are Cl[CH2:2][CH2:3][CH2:4][S:5]([CH3:8])(=[O:7])=[O:6].[NH:9]1[C:17]2[CH:16]=[CH:15][CH:14]=[C:13]([OH:18])[C:12]=2[CH:11]=[CH:10]1.C([O-])([O-])=O.[K+].[K+]. The catalyst is CC#N. The product is [CH3:8][S:5]([CH2:4][CH2:3][CH2:2][O:18][C:13]1[CH:14]=[CH:15][CH:16]=[C:17]2[C:12]=1[CH:11]=[CH:10][NH:9]2)(=[O:7])=[O:6]. The yield is 0.820. (7) The reactants are CN1C(CCC)=CC(C2SC=CC=2C)=N1.[CH3:16][N:17]1[C:21]([C:22]2[S:23][CH:24]=[CH:25][C:26]=2[CH3:27])=[CH:20][C:19]([CH2:28][CH2:29][CH3:30])=[N:18]1.[I:31]N1C(=O)CCC1=O.S([O-])([O-])(=O)=S.[Na+].[Na+].C(=O)([O-])[O-].[Na+].[Na+].IC1C(C2SC=CC=2C)=NN(C)C=1CCC. The catalyst is CN(C)C=O. The product is [I:31][C:20]1[C:19]([CH2:28][CH2:29][CH3:30])=[N:18][N:17]([CH3:16])[C:21]=1[C:22]1[S:23][CH:24]=[CH:25][C:26]=1[CH3:27]. The yield is 0.610.